From a dataset of Peptide-MHC class II binding affinity with 134,281 pairs from IEDB. Regression. Given a peptide amino acid sequence and an MHC pseudo amino acid sequence, predict their binding affinity value. This is MHC class II binding data. (1) The peptide sequence is STVVASVTIIDRSLP. The MHC is HLA-DQA10101-DQB10501 with pseudo-sequence HLA-DQA10101-DQB10501. The binding affinity (normalized) is 0.373. (2) The peptide sequence is NKSAFQSSVASGFIG. The MHC is H-2-IAb with pseudo-sequence H-2-IAb. The binding affinity (normalized) is 0.539. (3) The peptide sequence is RNNKFFINFFNLLAKEQR. The MHC is DRB1_0101 with pseudo-sequence DRB1_0101. The binding affinity (normalized) is 0.576. (4) The MHC is HLA-DQA10201-DQB10301 with pseudo-sequence HLA-DQA10201-DQB10301. The binding affinity (normalized) is 0. The peptide sequence is EDMLEVWNRVWITNN. (5) The peptide sequence is AAGTYVAADAAAASS. The binding affinity (normalized) is 0.0191. The MHC is HLA-DPA10201-DPB11401 with pseudo-sequence HLA-DPA10201-DPB11401.